From a dataset of Catalyst prediction with 721,799 reactions and 888 catalyst types from USPTO. Predict which catalyst facilitates the given reaction. (1) Reactant: [CH3:1][O:2][C:3]1[CH:12]=[CH:11][C:6]2[C:7](=[O:10])[CH2:8][O:9][C:5]=2[C:4]=1[CH:13]1[CH2:18][CH2:17][N:16]([C:19]([O:21][C:22]([CH3:25])([CH3:24])[CH3:23])=[O:20])[CH2:15][CH2:14]1.[NH:26]1[C:34]2[C:29](=[CH:30][CH:31]=[CH:32][CH:33]=2)[C:28]([CH:35]=O)=[N:27]1.N1CCCCC1. Product: [NH:26]1[C:34]2[C:29](=[CH:30][CH:31]=[CH:32][CH:33]=2)[C:28](/[CH:35]=[C:8]2\[O:9][C:5]3[C:4]([CH:13]4[CH2:14][CH2:15][N:16]([C:19]([O:21][C:22]([CH3:25])([CH3:24])[CH3:23])=[O:20])[CH2:17][CH2:18]4)=[C:3]([O:2][CH3:1])[CH:12]=[CH:11][C:6]=3[C:7]\2=[O:10])=[N:27]1. The catalyst class is: 5. (2) Reactant: [Mn]([O-])(=O)(=O)=O.[K+].[OH-:7].[K+].[S:9]1[C:13]2=[N:14][CH:15]=[CH:16][CH:17]=[C:12]2[C:11]([CH2:18][OH:19])=[N:10]1. Product: [S:9]1[C:13]2=[N:14][CH:15]=[CH:16][CH:17]=[C:12]2[C:11]([C:18]([OH:7])=[O:19])=[N:10]1. The catalyst class is: 6. (3) Reactant: Cl.[CH3:2][O:3][C:4]1[CH:16]=[CH:15][C:7]([CH2:8][C@@H:9]([C:11]([O:13][CH3:14])=[O:12])[NH2:10])=[CH:6][CH:5]=1.C(N(CC)CC)C.[C:24]([C:26]1[CH:36]=[CH:35][CH:34]=[CH:33][C:27]=1[CH:28]=[CH:29][C:30](O)=[O:31])#[N:25].CCN=C=NCCCN(C)C.Cl. Product: [C:24]([C:26]1[CH:36]=[CH:35][CH:34]=[CH:33][C:27]=1[CH:28]=[CH:29][C:30]([NH:10][C@H:9]([C:11]([O:13][CH3:14])=[O:12])[CH2:8][C:7]1[CH:6]=[CH:5][C:4]([O:3][CH3:2])=[CH:16][CH:15]=1)=[O:31])#[N:25]. The catalyst class is: 2. (4) Reactant: C(CCC1C(CCCCCCOC2C=C(C3C=CC(F)=C(F)C=3)C=C(C(=O)N(C)C)C=2)=CC=CC=1OCCCC(O)=O)(O)=O.C([O:47][C:48](=[O:93])[CH2:49][CH2:50][CH2:51][O:52][C:53]1[CH:58]=[CH:57][CH:56]=[C:55]([CH2:59][CH2:60][CH2:61][CH2:62][CH2:63][CH2:64][O:65][C:66]2[CH:71]=[C:70]([C:72]3[CH:76]=[CH:75][S:74][CH:73]=3)[CH:69]=[C:68]([C:77]([N:79]3[CH2:83][CH2:82][C:81]([F:85])([F:84])[CH2:80]3)=[O:78])[CH:67]=2)[C:54]=1[CH2:86][CH2:87][C:88]([O:90]CC)=[O:89])C.[OH-].[Na+]. Product: [C:88]([CH2:87][CH2:86][C:54]1[C:55]([CH2:59][CH2:60][CH2:61][CH2:62][CH2:63][CH2:64][O:65][C:66]2[CH:71]=[C:70]([C:72]3[CH:76]=[CH:75][S:74][CH:73]=3)[CH:69]=[C:68]([C:77]([N:79]3[CH2:83][CH2:82][C:81]([F:84])([F:85])[CH2:80]3)=[O:78])[CH:67]=2)=[CH:56][CH:57]=[CH:58][C:53]=1[O:52][CH2:51][CH2:50][CH2:49][C:48]([OH:93])=[O:47])([OH:90])=[O:89]. The catalyst class is: 14. (5) Reactant: [Br:1][C:2]1[CH:9]=[C:8]([F:10])[C:5]([C:6]#[N:7])=[C:4](F)[CH:3]=1.[NH2:12][NH2:13].O. Product: [Br:1][C:2]1[CH:3]=[C:4]2[C:5]([C:6]([NH2:7])=[N:12][NH:13]2)=[C:8]([F:10])[CH:9]=1. The catalyst class is: 8. (6) Reactant: [OH:1][C:2]1[CH:7]=[CH:6][C:5]([CH2:8][C:9]([N:11]([CH2:54][C:55](=[O:63])[NH:56][CH2:57][C:58](=[O:62])[O:59]CC)[CH2:12][CH2:13][NH:14][C:15](=[O:53])[CH2:16][N:17]2[CH2:28][CH2:27][N:26]([CH2:29][C:30]([O:32][C:33]([CH3:36])([CH3:35])[CH3:34])=[O:31])[CH2:25][CH2:24][N:23]([CH2:37][C:38]([O:40][C:41]([CH3:44])([CH3:43])[CH3:42])=[O:39])[CH2:22][CH2:21][N:20]([CH2:45][C:46]([O:48][C:49]([CH3:52])([CH3:51])[CH3:50])=[O:47])[CH2:19][CH2:18]2)=[O:10])=[CH:4][CH:3]=1.O[Li].O.CCO. Product: [OH:1][C:2]1[CH:3]=[CH:4][C:5]([CH2:8][C:9]([N:11]([CH2:54][C:55]([NH:56][CH2:57][C:58]([OH:62])=[O:59])=[O:63])[CH2:12][CH2:13][NH:14][C:15](=[O:53])[CH2:16][N:17]2[CH2:28][CH2:27][N:26]([CH2:29][C:30](=[O:31])[O:32][C:33]([CH3:35])([CH3:36])[CH3:34])[CH2:25][CH2:24][N:23]([CH2:37][C:38](=[O:39])[O:40][C:41]([CH3:42])([CH3:43])[CH3:44])[CH2:22][CH2:21][N:20]([CH2:45][C:46]([O:48][C:49]([CH3:50])([CH3:51])[CH3:52])=[O:47])[CH2:19][CH2:18]2)=[O:10])=[CH:6][CH:7]=1. The catalyst class is: 6. (7) The catalyst class is: 90. Product: [CH3:3][N:4]1[C:8]([C:9]2[CH:14]=[CH:13][CH:12]=[CH:11][CH:10]=2)=[CH:7][CH:6]=[C:5]1[C:15]([OH:17])=[O:16]. Reactant: [OH-].[Li+].[CH3:3][N:4]1[C:8]([C:9]2[CH:14]=[CH:13][CH:12]=[CH:11][CH:10]=2)=[CH:7][CH:6]=[C:5]1[C:15]([O:17]C)=[O:16].CO. (8) Reactant: CS(O[CH2:6][CH2:7][C:8]([CH3:32])([N:10]1[CH:14]=[C:13]([C:15]2[CH:20]=[CH:19][N:18]=[C:17]3[N:21]([CH2:24][O:25][CH2:26][CH2:27][Si:28]([CH3:31])([CH3:30])[CH3:29])[CH:22]=[CH:23][C:16]=23)[CH:12]=[N:11]1)[CH3:9])(=O)=O.[C-:33]#[N:34].[K+]. Product: [CH3:32][C:8]([N:10]1[CH:14]=[C:13]([C:15]2[CH:20]=[CH:19][N:18]=[C:17]3[N:21]([CH2:24][O:25][CH2:26][CH2:27][Si:28]([CH3:30])([CH3:29])[CH3:31])[CH:22]=[CH:23][C:16]=23)[CH:12]=[N:11]1)([CH3:9])[CH2:7][CH2:6][C:33]#[N:34]. The catalyst class is: 18. (9) Reactant: C(Cl)(Cl)Cl.[C:5]([O:9][C:10](=[O:43])[N:11]([CH2:32][C:33]1[CH:42]=[CH:41][C:36]2[O:37][CH2:38][CH2:39][O:40][C:35]=2[CH:34]=1)[CH:12]1[CH2:17][CH2:16][N:15]([CH2:18][CH2:19][N:20]2[C:29]3[C:24](=[C:25]([NH2:30])[CH:26]=[CH:27][CH:28]=3)[CH:23]=[CH:22][C:21]2=[O:31])[CH2:14][CH2:13]1)([CH3:8])([CH3:7])[CH3:6].[CH2:44]([N:46]=[C:47]=[O:48])[CH3:45]. Product: [C:5]([O:9][C:10](=[O:43])[N:11]([CH2:32][C:33]1[CH:42]=[CH:41][C:36]2[O:37][CH2:38][CH2:39][O:40][C:35]=2[CH:34]=1)[CH:12]1[CH2:13][CH2:14][N:15]([CH2:18][CH2:19][N:20]2[C:29]3[C:24](=[C:25]([NH:30][C:47]([NH:46][CH2:44][CH3:45])=[O:48])[CH:26]=[CH:27][CH:28]=3)[CH:23]=[CH:22][C:21]2=[O:31])[CH2:16][CH2:17]1)([CH3:8])([CH3:6])[CH3:7]. The catalyst class is: 66. (10) Product: [Si:28]([O:35][CH2:36][CH2:37][O:38][NH:39][C:23]([C:11]1[C:12]2[CH2:20][C:19]([CH3:22])([CH3:21])[CH2:18][C:13]=2[C:14](=[O:17])[N:15]([CH3:16])[C:10]=1[NH:9][C:3]1[CH:4]=[CH:5][C:6]([I:8])=[CH:7][C:2]=1[F:1])=[O:24])([C:31]([CH3:34])([CH3:33])[CH3:32])([CH3:30])[CH3:29]. Reactant: [F:1][C:2]1[CH:7]=[C:6]([I:8])[CH:5]=[CH:4][C:3]=1[NH:9][C:10]1[N:15]([CH3:16])[C:14](=[O:17])[C:13]2[CH2:18][C:19]([CH3:22])([CH3:21])[CH2:20][C:12]=2[C:11]=1[C:23](OCC)=[O:24].[Si:28]([O:35][CH2:36][CH2:37][O:38][NH2:39])([C:31]([CH3:34])([CH3:33])[CH3:32])([CH3:30])[CH3:29].[Li+].C[Si]([N-][Si](C)(C)C)(C)C. The catalyst class is: 1.